From a dataset of Peptide-MHC class I binding affinity with 185,985 pairs from IEDB/IMGT. Regression. Given a peptide amino acid sequence and an MHC pseudo amino acid sequence, predict their binding affinity value. This is MHC class I binding data. (1) The peptide sequence is SLYNTVATL. The MHC is HLA-B54:01 with pseudo-sequence HLA-B54:01. The binding affinity (normalized) is 0.0370. (2) The peptide sequence is RQFPTNFEF. The MHC is Mamu-B52 with pseudo-sequence Mamu-B52. The binding affinity (normalized) is 0.506. (3) The peptide sequence is RSKDTHVFA. The MHC is HLA-B15:03 with pseudo-sequence HLA-B15:03. The binding affinity (normalized) is 0.519. (4) The peptide sequence is KPKLKVATL. The MHC is HLA-B18:01 with pseudo-sequence HLA-B18:01. The binding affinity (normalized) is 0.0847. (5) The peptide sequence is YQAYAAPQL. The MHC is HLA-B39:01 with pseudo-sequence HLA-B39:01. The binding affinity (normalized) is 1.00. (6) The peptide sequence is AVATAPGLGR. The MHC is Mamu-A2201 with pseudo-sequence Mamu-A2201. The binding affinity (normalized) is 0.0401. (7) The peptide sequence is TVYPKTHYV. The MHC is HLA-A02:02 with pseudo-sequence HLA-A02:02. The binding affinity (normalized) is 0.904. (8) The peptide sequence is LLGDNQIMPK. The binding affinity (normalized) is 0.498. The MHC is HLA-A03:01 with pseudo-sequence HLA-A03:01.